Dataset: Reaction yield outcomes from USPTO patents with 853,638 reactions. Task: Predict the reaction yield, written as a fraction of the theoretical maximum amount of product (1.0 means a 100% yield; for example, 0.34 means a 34% yield). The reactants are O=S(Cl)Cl.[N+:5]([C:8]1[CH:9]=[C:10]([CH:14]=[C:15]([N+:17]([O-:19])=[O:18])[CH:16]=1)[C:11]([OH:13])=[O:12])([O-:7])=[O:6].[CH3:20]O. No catalyst specified. The product is [N+:5]([C:8]1[CH:9]=[C:10]([CH:14]=[C:15]([N+:17]([O-:19])=[O:18])[CH:16]=1)[C:11]([O:13][CH3:20])=[O:12])([O-:7])=[O:6]. The yield is 0.990.